The task is: Predict the product of the given reaction.. This data is from Forward reaction prediction with 1.9M reactions from USPTO patents (1976-2016). (1) Given the reactants [H-].[Al+3].[Li+].[H-].[H-].[H-].[Si:7]([O:14][CH2:15][CH2:16][N:17]1[C:25]2[C:20](=[CH:21][CH:22]=[CH:23][CH:24]=2)[C:19]([CH2:26][CH2:27][C:28](O)=[O:29])=[CH:18]1)([C:10]([CH3:13])([CH3:12])[CH3:11])([CH3:9])[CH3:8].C(=O)(O)[O-].[Na+], predict the reaction product. The product is: [Si:7]([O:14][CH2:15][CH2:16][N:17]1[C:25]2[C:20](=[CH:21][CH:22]=[CH:23][CH:24]=2)[C:19]([CH2:26][CH2:27][CH2:28][OH:29])=[CH:18]1)([C:10]([CH3:13])([CH3:12])[CH3:11])([CH3:9])[CH3:8]. (2) Given the reactants C1(C)C=CC=CC=1.O=P(Cl)(Cl)[Cl:10].[C:13]1([CH3:26])[CH:18]=[CH:17][C:16]([C:19]2[CH:24]=[N:23][CH:22]=[CH:21][N+:20]=2[O-])=[CH:15][CH:14]=1, predict the reaction product. The product is: [Cl:10][C:21]1[CH:22]=[N:23][CH:24]=[C:19]([C:16]2[CH:17]=[CH:18][C:13]([CH3:26])=[CH:14][CH:15]=2)[N:20]=1. (3) Given the reactants [C:1]([C:5]1[N:9]([CH2:10][CH:11]2[CH2:16][CH2:15][C:14]([F:18])([F:17])[CH2:13][CH2:12]2)[C:8]2[CH:19]=[CH:20][C:21]([NH:23][S:24]([CH2:27][CH3:28])(=[O:26])=[O:25])=[CH:22][C:7]=2[N:6]=1)([CH3:4])([CH3:3])[CH3:2].[CH2:29]([S:31]([OH:34])(=[O:33])=[O:32])[CH3:30], predict the reaction product. The product is: [S:31]([CH2:29][CH3:30])([OH:34])(=[O:33])=[O:32].[C:1]([C:5]1[N:9]([CH2:10][CH:11]2[CH2:12][CH2:13][C:14]([F:18])([F:17])[CH2:15][CH2:16]2)[C:8]2[CH:19]=[CH:20][C:21]([NH:23][S:24]([CH2:27][CH3:28])(=[O:25])=[O:26])=[CH:22][C:7]=2[N:6]=1)([CH3:4])([CH3:2])[CH3:3]. (4) Given the reactants C(O[C:6]([NH:8][C:9]1[CH:14]=[CH:13][CH:12]=[C:11]([O:15][CH:16]([CH3:18])[CH3:17])[CH:10]=1)=[O:7])(C)(C)C.C([Li])(C)(C)C.C(OCC)(=O)[C:25](OCC)=[O:26].Cl, predict the reaction product. The product is: [CH:16]([O:15][C:11]1[CH:12]=[CH:13][CH:14]=[C:9]2[C:10]=1[C:25](=[O:26])[C:6](=[O:7])[NH:8]2)([CH3:17])[CH3:18]. (5) The product is: [CH:18]1([NH:1][C:2]2[S:3][C:4]([C:12]3[CH:17]=[CH:16][CH:15]=[CH:14][CH:13]=3)=[CH:5][C:6]=2[C:7]([O:9][CH2:10][CH3:11])=[O:8])[CH2:22][CH2:21][CH2:20][CH2:19]1. Given the reactants [NH2:1][C:2]1[S:3][C:4]([C:12]2[CH:17]=[CH:16][CH:15]=[CH:14][CH:13]=2)=[CH:5][C:6]=1[C:7]([O:9][CH2:10][CH3:11])=[O:8].[C:18]1(=O)[CH2:22][CH2:21][CH2:20][CH2:19]1, predict the reaction product.